Dataset: Full USPTO retrosynthesis dataset with 1.9M reactions from patents (1976-2016). Task: Predict the reactants needed to synthesize the given product. (1) The reactants are: C(OC([N:8]1[CH2:13][CH2:12][N:11]([CH2:14][CH2:15][NH2:16])[CH2:10][CH2:9]1)=O)(C)(C)C.[C:17]([Cl:20])(=[O:19])[CH3:18]. Given the product [ClH:20].[N:11]1([CH2:14][CH2:15][NH:16][C:17](=[O:19])[CH3:18])[CH2:10][CH2:9][NH:8][CH2:13][CH2:12]1, predict the reactants needed to synthesize it. (2) Given the product [C:1]([O:5][C:6](=[O:16])[NH:7][C:8]1[CH:13]=[CH:12][C:11]([Cl:14])=[CH:10][C:9]=1[CH2:15][C:25](=[O:29])[CH:26]([CH3:28])[CH3:27])([CH3:4])([CH3:3])[CH3:2], predict the reactants needed to synthesize it. The reactants are: [C:1]([O:5][C:6](=[O:16])[NH:7][C:8]1[CH:13]=[CH:12][C:11]([Cl:14])=[CH:10][C:9]=1[CH3:15])([CH3:4])([CH3:3])[CH3:2].[Li]C(CC)C.CON(C)[C:25](=[O:29])[CH:26]([CH3:28])[CH3:27].Cl. (3) Given the product [N:4]1[CH:3]=[C:2]([C:19]2[CH:20]=[C:21]3[C:26](=[C:27]([O:29][CH2:30][O:31][CH2:32][CH2:33][Si:34]([CH3:37])([CH3:35])[CH3:36])[CH:28]=2)[N:25]=[CH:24][N:23]([CH2:38][O:39][CH2:40][CH2:41][Si:42]([CH3:45])([CH3:44])[CH3:43])[C:22]3=[O:46])[N:6]2[CH:7]=[CH:8][CH:9]=[CH:10][C:5]=12, predict the reactants needed to synthesize it. The reactants are: Br[C:2]1[N:6]2[CH:7]=[CH:8][CH:9]=[CH:10][C:5]2=[N:4][CH:3]=1.CC1(C)C(C)(C)OB([C:19]2[CH:20]=[C:21]3[C:26](=[C:27]([O:29][CH2:30][O:31][CH2:32][CH2:33][Si:34]([CH3:37])([CH3:36])[CH3:35])[CH:28]=2)[N:25]=[CH:24][N:23]([CH2:38][O:39][CH2:40][CH2:41][Si:42]([CH3:45])([CH3:44])[CH3:43])[C:22]3=[O:46])O1.C(=O)([O-])[O-].[K+].[K+].O. (4) Given the product [CH3:23][O:22][C:19]1[CH:20]=[CH:21][C:16]([C:15]([NH:14][C:5]2([C:3]([OH:4])=[O:2])[CH2:6][C:7]3[C:12](=[CH:11][CH:10]=[CH:9][CH:8]=3)[CH2:13]2)=[O:35])=[CH:17][C:18]=1[O:24][CH2:25][CH2:26][C:27]1[CH:32]=[CH:31][CH:30]=[C:29]([S:33][CH3:34])[CH:28]=1, predict the reactants needed to synthesize it. The reactants are: C[O:2][C:3]([C:5]1([NH:14][C:15](=[O:35])[C:16]2[CH:21]=[CH:20][C:19]([O:22][CH3:23])=[C:18]([O:24][CH2:25][CH2:26][C:27]3[CH:32]=[CH:31][CH:30]=[C:29]([S:33][CH3:34])[CH:28]=3)[CH:17]=2)[CH2:13][C:12]2[C:7](=[CH:8][CH:9]=[CH:10][CH:11]=2)[CH2:6]1)=[O:4].[OH-].[Li+]. (5) Given the product [Br:7][C:6]1[C:2]2[S:12][C:11]([C:10]([O:14][CH2:15][CH3:16])=[O:13])=[CH:8][C:3]=2[S:4][CH:5]=1, predict the reactants needed to synthesize it. The reactants are: Br[C:2]1[C:6]([Br:7])=[CH:5][S:4][C:3]=1[CH:8]=O.[C:10]([O:14][CH2:15][CH3:16])(=[O:13])[CH2:11][SH:12].C(N(CC)CC)C. (6) Given the product [C:1]([O:5][C:6]([N:8]1[CH:13]2[CH:14]([C:33](=[O:35])[CH3:34])[C:15](=[O:17])[CH2:16][CH:9]1[CH2:10][O:11][CH2:12]2)=[O:7])([CH3:4])([CH3:2])[CH3:3], predict the reactants needed to synthesize it. The reactants are: [C:1]([O:5][C:6]([N:8]1[CH:13]2[CH2:14][C:15](=[O:17])[CH2:16][CH:9]1[CH2:10][O:11][CH2:12]2)=[O:7])([CH3:4])([CH3:3])[CH3:2].[Li+].C[Si]([N-][Si](C)(C)C)(C)C.N1([C:33](=[O:35])[CH3:34])C=CC=N1. (7) Given the product [N:5]12[CH2:24][CH2:23][CH2:7][N:3]=[C:4]1[CH2:18][CH2:19][CH2:20][CH2:15][CH2:6]2.[O:21]=[C:4]1[NH:5][C:6]([C:15]2[CH:16]=[CH:17][CH:18]=[CH:19][CH:20]=2)([C:9]2[CH:14]=[CH:13][CH:12]=[CH:11][CH:10]=2)[C:7](=[O:8])[N:3]1[CH2:2][O:1][P:28](=[O:29])([O:38][CH2:39][C:40]1[CH:45]=[CH:44][CH:43]=[CH:42][CH:41]=1)[O:30][CH2:31][C:32]1[CH:37]=[CH:36][CH:35]=[CH:34][CH:33]=1, predict the reactants needed to synthesize it. The reactants are: [OH:1][CH2:2][N:3]1[C:7](=[O:8])[C:6]([C:15]2[CH:20]=[CH:19][CH:18]=[CH:17][CH:16]=2)([C:9]2[CH:14]=[CH:13][CH:12]=[CH:11][CH:10]=2)[NH:5][C:4]1=[O:21].Cl[C:23](Cl)(Cl)[C:24]#N.[P:28]([O-])([O:38][CH2:39][C:40]1[CH:45]=[CH:44][CH:43]=[CH:42][CH:41]=1)([O:30][CH2:31][C:32]1[CH:37]=[CH:36][CH:35]=[CH:34][CH:33]=1)=[O:29].C(O)(C)C. (8) Given the product [CH2:1]([N:8]1[C@H:24]([C:25]([O:27][CH3:28])=[O:26])[CH2:29][N:14]2[CH2:13][C@H:12]([OH:15])[CH2:11][C@@H:10]2[CH2:9]1)[C:2]1[CH:3]=[CH:4][CH:5]=[CH:6][CH:7]=1, predict the reactants needed to synthesize it. The reactants are: [CH2:1]([NH:8][CH2:9][C@@H:10]1[NH:14][CH2:13][C@H:12]([OH:15])[CH2:11]1)[C:2]1[CH:7]=[CH:6][CH:5]=[CH:4][CH:3]=1.C(N(CC)CC)C.Br[CH:24]([CH2:29]Br)[C:25]([O:27][CH3:28])=[O:26]. (9) Given the product [C:19]([C:15](=[C:14]([NH:23][C@H:24]1[CH2:30][CH2:29][CH2:28][CH2:27][N:26]([CH2:31][C:32]2[CH:37]=[CH:36][CH:35]=[CH:34][CH:33]=2)[C:25]1=[O:38])[NH:11][C:8]1[CH:9]=[CH:10][C:4]2[O:3][C:2]([CH3:1])=[CH:6][C:5]=2[CH:7]=1)[C:16]([NH2:18])=[O:17])#[N:20], predict the reactants needed to synthesize it. The reactants are: [CH3:1][C:2]1[O:3][C:4]2[CH:10]=[CH:9][C:8]([NH2:11])=[CH:7][C:5]=2[CH:6]=1.CS[C:14](SC)=[C:15]([C:19]#[N:20])[C:16]([NH2:18])=[O:17].[NH2:23][CH:24]1[CH2:30][CH2:29][CH2:28][CH2:27][N:26]([CH2:31][C:32]2[CH:37]=[CH:36][CH:35]=[CH:34][CH:33]=2)[C:25]1=[O:38].